From a dataset of Catalyst prediction with 721,799 reactions and 888 catalyst types from USPTO. Predict which catalyst facilitates the given reaction. Reactant: [NH2:1][C@H:2]([C:13]1[N:18]([C:19]2[CH:24]=[C:23]([F:25])[CH:22]=[C:21]([F:26])[CH:20]=2)[C:17](=[O:27])[C:16]2=[C:28]([C:31]#[N:32])[CH:29]=[CH:30][N:15]2[N:14]=1)[CH2:3][CH2:4][O:5][CH2:6][C:7]1[CH:12]=[CH:11][CH:10]=[CH:9][CH:8]=1.[NH2:33][C:34]1[C:39]([C:40]#[N:41])=[C:38](Cl)[N:37]=[CH:36][N:35]=1.C(N(CC)C(C)C)(C)C. Product: [NH2:33][C:34]1[N:35]=[CH:36][N:37]=[C:38]([NH:1][C@H:2]([C:13]2[N:18]([C:19]3[CH:20]=[C:21]([F:26])[CH:22]=[C:23]([F:25])[CH:24]=3)[C:17](=[O:27])[C:16]3=[C:28]([C:31]#[N:32])[CH:29]=[CH:30][N:15]3[N:14]=2)[CH2:3][CH2:4][O:5][CH2:6][C:7]2[CH:8]=[CH:9][CH:10]=[CH:11][CH:12]=2)[C:39]=1[C:40]#[N:41]. The catalyst class is: 51.